Task: Regression. Given two drug SMILES strings and cell line genomic features, predict the synergy score measuring deviation from expected non-interaction effect.. Dataset: NCI-60 drug combinations with 297,098 pairs across 59 cell lines (1) Drug 1: CC1C(C(CC(O1)OC2CC(CC3=C2C(=C4C(=C3O)C(=O)C5=C(C4=O)C(=CC=C5)OC)O)(C(=O)CO)O)N)O.Cl. Drug 2: CCC1=CC2CC(C3=C(CN(C2)C1)C4=CC=CC=C4N3)(C5=C(C=C6C(=C5)C78CCN9C7C(C=CC9)(C(C(C8N6C)(C(=O)OC)O)OC(=O)C)CC)OC)C(=O)OC.C(C(C(=O)O)O)(C(=O)O)O. Cell line: HOP-92. Synergy scores: CSS=17.9, Synergy_ZIP=-8.40, Synergy_Bliss=0.470, Synergy_Loewe=-3.35, Synergy_HSA=-0.194. (2) Drug 1: C1=CC(=CC=C1CC(C(=O)O)N)N(CCCl)CCCl.Cl. Drug 2: C1=CN(C=N1)CC(O)(P(=O)(O)O)P(=O)(O)O. Cell line: TK-10. Synergy scores: CSS=0.222, Synergy_ZIP=-2.59, Synergy_Bliss=-8.35, Synergy_Loewe=-18.8, Synergy_HSA=-10.4. (3) Drug 1: C1CN1C2=NC(=NC(=N2)N3CC3)N4CC4. Drug 2: CC1C(C(CC(O1)OC2CC(CC3=C2C(=C4C(=C3O)C(=O)C5=CC=CC=C5C4=O)O)(C(=O)C)O)N)O. Cell line: SK-OV-3. Synergy scores: CSS=33.6, Synergy_ZIP=-5.89, Synergy_Bliss=-0.151, Synergy_Loewe=-8.17, Synergy_HSA=2.31. (4) Drug 1: CC(CN1CC(=O)NC(=O)C1)N2CC(=O)NC(=O)C2. Drug 2: CC(C1=C(C=CC(=C1Cl)F)Cl)OC2=C(N=CC(=C2)C3=CN(N=C3)C4CCNCC4)N. Cell line: NCIH23. Synergy scores: CSS=14.8, Synergy_ZIP=-5.04, Synergy_Bliss=-4.14, Synergy_Loewe=-4.63, Synergy_HSA=-2.22. (5) Drug 1: CC12CCC(CC1=CCC3C2CCC4(C3CC=C4C5=CN=CC=C5)C)O. Drug 2: CN(CC1=CN=C2C(=N1)C(=NC(=N2)N)N)C3=CC=C(C=C3)C(=O)NC(CCC(=O)O)C(=O)O. Cell line: SK-MEL-5. Synergy scores: CSS=20.7, Synergy_ZIP=-6.13, Synergy_Bliss=-2.40, Synergy_Loewe=-12.5, Synergy_HSA=-6.53. (6) Drug 1: CCN(CC)CCNC(=O)C1=C(NC(=C1C)C=C2C3=C(C=CC(=C3)F)NC2=O)C. Drug 2: CC1=C(N=C(N=C1N)C(CC(=O)N)NCC(C(=O)N)N)C(=O)NC(C(C2=CN=CN2)OC3C(C(C(C(O3)CO)O)O)OC4C(C(C(C(O4)CO)O)OC(=O)N)O)C(=O)NC(C)C(C(C)C(=O)NC(C(C)O)C(=O)NCCC5=NC(=CS5)C6=NC(=CS6)C(=O)NCCC[S+](C)C)O. Cell line: OVCAR-4. Synergy scores: CSS=7.70, Synergy_ZIP=-3.10, Synergy_Bliss=0.299, Synergy_Loewe=-5.09, Synergy_HSA=-2.50. (7) Drug 1: C1=CC(=CC=C1CCC2=CNC3=C2C(=O)NC(=N3)N)C(=O)NC(CCC(=O)O)C(=O)O. Drug 2: C1=CC(=C2C(=C1NCCNCCO)C(=O)C3=C(C=CC(=C3C2=O)O)O)NCCNCCO. Cell line: HCC-2998. Synergy scores: CSS=33.6, Synergy_ZIP=-14.7, Synergy_Bliss=-13.6, Synergy_Loewe=-5.81, Synergy_HSA=-4.01.